This data is from Forward reaction prediction with 1.9M reactions from USPTO patents (1976-2016). The task is: Predict the product of the given reaction. (1) Given the reactants [C:1]([C:3]1[CH:4]=[C:5]([CH:36]=[CH:37][CH:38]=1)[C:6]([NH:8][C:9]1[C:10]([C:32]([F:35])([F:34])[F:33])=[C:11]2[C:17]([CH:18]3[CH2:23][CH2:22][N:21](C(OC(C)(C)C)=O)[CH2:20][CH2:19]3)=[CH:16][N:15]([CH3:31])[C:12]2=[N:13][CH:14]=1)=[O:7])#[N:2].Cl, predict the reaction product. The product is: [C:1]([C:3]1[CH:4]=[C:5]([CH:36]=[CH:37][CH:38]=1)[C:6]([NH:8][C:9]1[C:10]([C:32]([F:33])([F:35])[F:34])=[C:11]2[C:17]([CH:18]3[CH2:23][CH2:22][NH:21][CH2:20][CH2:19]3)=[CH:16][N:15]([CH3:31])[C:12]2=[N:13][CH:14]=1)=[O:7])#[N:2]. (2) Given the reactants [CH3:1][S:2](O[C@@H]1CCC[C@H]1OC1C=CC(Br)=CC=1)(=[O:4])=[O:3].[Br:19][C:20]1[N:25]=[CH:24][C:23]([O:26][C@@H:27]2[CH2:31][O:30][CH2:29][C@H:28]2[OH:32])=[CH:22][CH:21]=1, predict the reaction product. The product is: [CH3:1][S:2]([O:32][C@H:28]1[C@H:27]([O:26][C:23]2[CH:24]=[N:25][C:20]([Br:19])=[CH:21][CH:22]=2)[CH2:31][O:30][CH2:29]1)(=[O:4])=[O:3]. (3) The product is: [Cl:19][C:14]1[C:13]2[C:12]3[C:11](=[C:22]([CH3:23])[O:21][N:20]=3)[C:10](=[O:24])[N:9]([CH:5]3[CH2:6][CH2:7][CH2:8][CH:3]([NH:2][C:58]([CH2:57][NH:56][C:49](=[O:65])[CH2:50][C:26]4[CH:25]=[CH:37][CH:38]=[CH:33][CH:34]=4)=[O:60])[CH2:4]3)[C:18]=2[CH:17]=[CH:16][CH:15]=1. Given the reactants I.[NH2:2][CH:3]1[CH2:8][CH2:7][CH2:6][CH:5]([N:9]2[C:18]3[CH:17]=[CH:16][CH:15]=[C:14]([Cl:19])[C:13]=3[C:12]3=[N:20][O:21][C:22]([CH3:23])=[C:11]3[C:10]2=[O:24])[CH2:4]1.[CH2:25](Cl)[CH2:26]Cl.ON1[C:34]2N=C[CH:37]=[CH:38][C:33]=2N=N1.C(N(CC)C(C)C)(C)C.Cl.[CH2:49]([NH:56][CH2:57][C:58]([OH:60])=O)[C:50]1C=CC=CC=1.CN(C=[O:65])C, predict the reaction product.